From a dataset of Full USPTO retrosynthesis dataset with 1.9M reactions from patents (1976-2016). Predict the reactants needed to synthesize the given product. (1) Given the product [NH:1]([C:6]([O:8][C:9]([CH3:12])([CH3:11])[CH3:10])=[O:7])[CH2:2][C:3]([NH:27][C@H:28]([C:36]([N:38]1[CH2:45][CH2:44][CH2:43][C@H:39]1[C:40]([NH2:42])=[O:41])=[O:37])[CH2:29][C:30]1[CH:31]=[CH:32][CH:33]=[CH:34][CH:35]=1)=[O:5], predict the reactants needed to synthesize it. The reactants are: [NH:1]([C:6]([O:8][C:9]([CH3:12])([CH3:11])[CH3:10])=[O:7])[CH2:2][C:3]([OH:5])=O.CN1CCOCC1.C(O)(C(F)(F)F)=O.[NH2:27][C@H:28]([C:36]([N:38]1[CH2:45][CH2:44][CH2:43][C@H:39]1[C:40]([NH2:42])=[O:41])=[O:37])[CH2:29][C:30]1[CH:35]=[CH:34][CH:33]=[CH:32][CH:31]=1.CCN(C(C)C)C(C)C. (2) Given the product [CH2:24]([N:27]1[C:19](=[O:20])[C:4]2=[CH:5][C:6]([O:7][C:8]3[CH:9]=[C:10]4[C:17](=[O:18])[N:27]([CH2:24][CH:25]=[CH2:26])[C:14](=[O:15])[C:11]4=[CH:12][CH:13]=3)=[CH:1][CH:2]=[C:3]2[C:22]1=[O:23])[CH:25]=[CH2:26], predict the reactants needed to synthesize it. The reactants are: [CH:1]1[C:6]([O:7][C:8]2[CH:13]=[CH:12][C:11]3[C:14](O[C:17](=[O:18])[C:10]=3[CH:9]=2)=[O:15])=[CH:5][C:4]2[C:19](O[C:22](=[O:23])[C:3]=2[CH:2]=1)=[O:20].[CH2:24]([NH2:27])[CH:25]=[CH2:26].O.[K+].[Br-]. (3) Given the product [Cl:1][C:2]1[CH:3]=[C:4]([C:13]2[N:17]=[C:16]([C@@H:18]([NH2:20])[CH3:19])[O:15][N:14]=2)[CH:5]=[CH:6][C:7]=1[O:8][C:9]([F:10])([F:11])[F:12], predict the reactants needed to synthesize it. The reactants are: [Cl:1][C:2]1[CH:3]=[C:4]([C:13]2[N:17]=[C:16]([C@@H:18]([NH:20]C(=O)OC(C)(C)C)[CH3:19])[O:15][N:14]=2)[CH:5]=[CH:6][C:7]=1[O:8][C:9]([F:12])([F:11])[F:10].C(O)(C(F)(F)F)=O.O. (4) Given the product [CH2:1]([C:8]1([C:17]#[C:18][Si:19]([CH3:22])([CH3:21])[CH3:20])[CH2:13][C:12]2[CH:14]=[N:24][O:16][C:11]=2[CH:10]=[CH:9]1)[C:2]1[CH:7]=[CH:6][CH:5]=[CH:4][CH:3]=1, predict the reactants needed to synthesize it. The reactants are: [CH2:1]([C:8]1([C:17]#[C:18][Si:19]([CH3:22])([CH3:21])[CH3:20])[CH2:13][C:12](=[CH:14]O)[C:11](=[O:16])[CH:10]=[CH:9]1)[C:2]1[CH:7]=[CH:6][CH:5]=[CH:4][CH:3]=1.Cl.[NH2:24]O. (5) Given the product [Si:16]([O:23][CH2:24][C:25]1[N:29]2[C:30](=[O:39])[N:31]([CH:33]3[CH2:38][CH2:37][N:36]([C:9]([O:11][C:12]([CH3:13])([CH3:14])[CH3:15])=[O:10])[CH2:35][CH2:34]3)[CH2:32][C:28]2=[CH:27][N:26]=1)([C:19]([CH3:20])([CH3:21])[CH3:22])([CH3:18])[CH3:17], predict the reactants needed to synthesize it. The reactants are: [C:9](O[C:9]([O:11][C:12]([CH3:15])([CH3:14])[CH3:13])=[O:10])([O:11][C:12]([CH3:15])([CH3:14])[CH3:13])=[O:10].[Si:16]([O:23][CH2:24][C:25]1[N:29]2[C:30](=[O:39])[N:31]([CH:33]3[CH2:38][CH2:37][NH:36][CH2:35][CH2:34]3)[CH2:32][C:28]2=[CH:27][N:26]=1)([C:19]([CH3:22])([CH3:21])[CH3:20])([CH3:18])[CH3:17]. (6) Given the product [CH2:1]([N:3]([CH2:31][C:32]1[CH:33]=[CH:34][C:35]([O:38][CH2:41][CH2:42][N:44]2[CH2:48][CH2:47][CH2:46][CH2:45]2)=[CH:36][CH:37]=1)[C:4]1[CH:9]=[C:8]([O:10][CH3:11])[C:7]([O:12][CH3:13])=[CH:6][C:5]=1[C@@H:14]1[CH2:23][CH2:22][C:21]2[CH:20]=[C:19]([OH:24])[CH:18]=[CH:17][C:16]=2[CH2:15]1)[CH3:2], predict the reactants needed to synthesize it. The reactants are: [CH2:1]([N:3]([C:31](=O)[C:32]1[CH:37]=[CH:36][C:35]([OH:38])=[CH:34][CH:33]=1)[C:4]1[CH:9]=[C:8]([O:10][CH3:11])[C:7]([O:12][CH3:13])=[CH:6][C:5]=1[C@@H:14]1[CH2:23][CH2:22][C:21]2[CH:20]=[C:19]([O:24]C(=O)C(C)(C)C)[CH:18]=[CH:17][C:16]=2[CH2:15]1)[CH3:2].Cl[CH2:41][C:42]([N:44]1[CH2:48][CH2:47][CH2:46][CH2:45]1)=O.